From a dataset of Reaction yield outcomes from USPTO patents with 853,638 reactions. Predict the reaction yield, written as a fraction of the theoretical maximum amount of product (1.0 means a 100% yield; for example, 0.34 means a 34% yield). The reactants are [CH2:1]1[C:10]2[C:5](=[CH:6][CH:7]=[CH:8][CH:9]=2)[CH2:4][CH2:3][N:2]1[C:11]1[N:12]=[C:13]([C:22](O)=[O:23])[CH:14]=[C:15]2[C:19]([CH3:20])=[C:18]([CH3:21])[NH:17][C:16]=12.[NH:25]1[CH2:30][CH2:29][O:28][CH2:27][CH2:26]1. No catalyst specified. The product is [CH2:1]1[C:10]2[C:5](=[CH:6][CH:7]=[CH:8][CH:9]=2)[CH2:4][CH2:3][N:2]1[C:11]1[N:12]=[C:13]([C:22]([N:25]2[CH2:30][CH2:29][O:28][CH2:27][CH2:26]2)=[O:23])[CH:14]=[C:15]2[C:19]([CH3:20])=[C:18]([CH3:21])[NH:17][C:16]=12. The yield is 0.690.